Predict the reaction yield, written as a fraction of the theoretical maximum amount of product (1.0 means a 100% yield; for example, 0.34 means a 34% yield). From a dataset of Reaction yield outcomes from USPTO patents with 853,638 reactions. (1) The reactants are [NH2:1][C:2]1[CH:9]=[CH:8][C:5]([CH:6]=O)=[CH:4][CH:3]=1.[C:10]([CH2:12][C:13]([O:15][CH2:16][CH:17]([CH2:22][CH3:23])[CH2:18][CH2:19][CH2:20][CH3:21])=[O:14])#[N:11].C(NCC)C.C(O)(=O)C. The catalyst is C(O)C(C)C. The product is [NH2:1][C:2]1[CH:9]=[CH:8][C:5]([CH:6]=[C:12]([C:10]#[N:11])[C:13]([O:15][CH2:16][CH:17]([CH2:22][CH3:23])[CH2:18][CH2:19][CH2:20][CH3:21])=[O:14])=[CH:4][CH:3]=1. The yield is 0.660. (2) The reactants are [C:1]([C:3]1[S:4][CH:5]=[CH:6][CH:7]=1)#[CH:2].[Cl:8][C:9]1[CH:14]=[CH:13][C:12](I)=[CH:11][CH:10]=1.N1CCC[C@H]1C(O)=O.C([O-])([O-])=O.[Na+].[Na+].O=C1O[C@H]([C@H](CO)O)C([O-])=C1O.[Na+].[N-:43]=[N+:44]=[N-:45].[Na+]. The catalyst is CS(C)=O.O. The product is [Cl:8][C:9]1[CH:14]=[CH:13][C:12]([N:43]2[CH:2]=[C:1]([C:3]3[S:4][CH:5]=[CH:6][CH:7]=3)[N:45]=[N:44]2)=[CH:11][CH:10]=1. The yield is 0.0550. (3) The reactants are [Cl-].O[NH3+:3].[C:4](=[O:7])([O-])[OH:5].[Na+].CS(C)=O.[OH:13][CH:14]([C:16]1[CH:21]=[CH:20][C:19]([N:22]2[C:27](=[O:28])[C:26]([CH2:29][C:30]3[CH:35]=[CH:34][C:33]([C:36]4[C:37]([C:42]#[N:43])=[CH:38][CH:39]=[CH:40][CH:41]=4)=[CH:32][CH:31]=3)=[C:25]([CH2:44][CH2:45][CH3:46])[N:24]=[C:23]2[CH3:47])=[CH:18][CH:17]=1)[CH3:15]. The catalyst is O.C(OCC)(=O)C. The product is [OH:13][CH:14]([C:16]1[CH:21]=[CH:20][C:19]([N:22]2[C:27](=[O:28])[C:26]([CH2:29][C:30]3[CH:35]=[CH:34][C:33]([C:36]4[CH:41]=[CH:40][CH:39]=[CH:38][C:37]=4[C:42]4[NH:3][C:4](=[O:7])[O:5][N:43]=4)=[CH:32][CH:31]=3)=[C:25]([CH2:44][CH2:45][CH3:46])[N:24]=[C:23]2[CH3:47])=[CH:18][CH:17]=1)[CH3:15]. The yield is 0.230. (4) The reactants are [NH2:1][C:2]1[C:3]([O:13][CH3:14])=[CH:4][C:5]([Cl:12])=[C:6]([CH:11]=1)[C:7]([O:9]C)=[O:8].[OH-].[K+:16].O. The catalyst is C(O)C. The product is [NH2:1][C:2]1[C:3]([O:13][CH3:14])=[CH:4][C:5]([Cl:12])=[C:6]([CH:11]=1)[C:7]([O-:9])=[O:8].[K+:16]. The yield is 1.00.